Predict which catalyst facilitates the given reaction. From a dataset of Catalyst prediction with 721,799 reactions and 888 catalyst types from USPTO. (1) Reactant: [O:1]([C:8]1[CH:13]=[CH:12][C:11]([Mg]Br)=[CH:10][CH:9]=1)[C:2]1[CH:7]=[CH:6][CH:5]=[CH:4][CH:3]=1.[CH2:16]([N:23]1[CH2:28][CH2:27][C:26](=[O:29])[CH2:25][CH2:24]1)[C:17]1[CH:22]=[CH:21][CH:20]=[CH:19][CH:18]=1.Cl. Product: [CH2:16]([N:23]1[CH2:28][CH2:27][C:26]([C:11]2[CH:12]=[CH:13][C:8]([O:1][C:2]3[CH:7]=[CH:6][CH:5]=[CH:4][CH:3]=3)=[CH:9][CH:10]=2)([OH:29])[CH2:25][CH2:24]1)[C:17]1[CH:18]=[CH:19][CH:20]=[CH:21][CH:22]=1. The catalyst class is: 305. (2) Reactant: [CH2:1]1[CH2:32][O:31][C:3]([CH2:24][CH2:25][CH2:26][CH2:27][CH2:28][CH2:29][CH3:30])([CH2:4][CH2:5][C@H:6]2[CH:10]=[CH:9][C:8](=[O:11])[C@@H:7]2[CH2:12]/[CH:13]=[CH:14]\[CH2:15][CH2:16][CH2:17][C:18]([O:20][CH:21]([CH3:23])[CH3:22])=[O:19])[O:2]1.[C:33](C1C=CC=CC=1)(=[O:40])C1C=CC=CC=1. Product: [CH:21]([O:20][C:18](=[O:19])[CH2:17][CH2:16][CH2:15][CH:14]=[CH:13][CH2:12][C@H:7]1[C:8](=[O:11])[CH2:9][C@@H:10]([CH2:33][OH:40])[C@@H:6]1[CH2:5][CH2:4][C:3]1([O:2][CH2:1][CH2:32][O:31]1)[CH2:24][CH2:25][CH2:26][CH2:27][CH2:28][CH2:29][CH3:30])([CH3:22])[CH3:23]. The catalyst class is: 5. (3) Reactant: [C:1]([CH:5]1[CH2:14][CH2:13][C:12]2[N:11]=[C:10]3[S:15][C:16]([C:18]#[N:19])=[CH:17][C:9]3=[CH:8][C:7]=2[CH2:6]1)([CH3:4])([CH3:3])[CH3:2].ClC1C(=O)C(C#N)=C(C#N)C(=O)C=1Cl. Product: [C:1]([C:5]1[CH:6]=[C:7]2[C:12](=[CH:13][CH:14]=1)[N:11]=[C:10]1[S:15][C:16]([C:18]#[N:19])=[CH:17][C:9]1=[CH:8]2)([CH3:4])([CH3:2])[CH3:3]. The catalyst class is: 308.